This data is from Catalyst prediction with 721,799 reactions and 888 catalyst types from USPTO. The task is: Predict which catalyst facilitates the given reaction. (1) Reactant: [CH3:1][N:2]1[C:6]([C:7]2[CH:8]=[C:9]3[C:14](=[CH:15][CH:16]=2)[N:13]=[C:12]([CH3:17])[CH:11]=[CH:10]3)=[N:5][N:4]=[C:3]1[CH2:18][CH2:19][CH2:20][CH:21]=O.[CH3:23][C:24]1[O:28][N:27]=[C:26]([C:29]2[CH:39]=[CH:38][C:32]3[CH2:33][CH2:34][NH:35][CH2:36][CH2:37][C:31]=3[CH:30]=2)[CH:25]=1.C(O[BH-](OC(=O)C)OC(=O)C)(=O)C.[Na+]. Product: [CH3:23][C:24]1[O:28][N:27]=[C:26]([C:29]2[CH:39]=[CH:38][C:32]3[CH2:33][CH2:34][N:35]([CH2:21][CH2:20][CH2:19][CH2:18][C:3]4[N:2]([CH3:1])[C:6]([C:7]5[CH:8]=[C:9]6[C:14](=[CH:15][CH:16]=5)[N:13]=[C:12]([CH3:17])[CH:11]=[CH:10]6)=[N:5][N:4]=4)[CH2:36][CH2:37][C:31]=3[CH:30]=2)[CH:25]=1. The catalyst class is: 4. (2) Product: [C:15]([O:19][C:20](=[O:27])[NH:21][C:22]([CH3:26])([CH3:25])[CH2:23][NH:34][C:33]1[CH:35]=[C:29]([F:28])[CH:30]=[CH:31][C:32]=1[CH3:36])([CH3:18])([CH3:17])[CH3:16]. Reactant: C(O[BH-](OC(=O)C)OC(=O)C)(=O)C.[Na+].[C:15]([O:19][C:20](=[O:27])[NH:21][C:22]([CH3:26])([CH3:25])[CH:23]=O)([CH3:18])([CH3:17])[CH3:16].[F:28][C:29]1[CH:30]=[CH:31][C:32]([CH3:36])=[C:33]([CH:35]=1)[NH2:34].C(O)(=O)C.C(=O)(O)[O-].[Na+]. The catalyst class is: 2.